This data is from Peptide-MHC class II binding affinity with 134,281 pairs from IEDB. The task is: Regression. Given a peptide amino acid sequence and an MHC pseudo amino acid sequence, predict their binding affinity value. This is MHC class II binding data. (1) The peptide sequence is GVLYVGSKTKEGVVH. The MHC is DRB1_1302 with pseudo-sequence DRB1_1302. The binding affinity (normalized) is 0.126. (2) The peptide sequence is DDDYGEPIIITSYLQ. The binding affinity (normalized) is 0.286. The MHC is H-2-IAb with pseudo-sequence H-2-IAb. (3) The peptide sequence is GLTSTRMFLKVRESNTTE. The MHC is DRB5_0101 with pseudo-sequence DRB5_0101. The binding affinity (normalized) is 0.447. (4) The peptide sequence is GELQIPDKIDAAFKI. The MHC is DRB1_0401 with pseudo-sequence DRB1_0401. The binding affinity (normalized) is 0.365. (5) The binding affinity (normalized) is 0.439. The peptide sequence is RFFLPIFSEFVLLAT. The MHC is H-2-IAb with pseudo-sequence H-2-IAb. (6) The peptide sequence is AGILARNLVPMVATV. The MHC is DRB1_0701 with pseudo-sequence DRB1_0701. The binding affinity (normalized) is 0.464. (7) The peptide sequence is KSAFQSSIASGFVGL. The MHC is H-2-IAb with pseudo-sequence H-2-IAb. The binding affinity (normalized) is 0.784.